Dataset: Full USPTO retrosynthesis dataset with 1.9M reactions from patents (1976-2016). Task: Predict the reactants needed to synthesize the given product. Given the product [F:22][C:20]1[CH:21]=[C:12]2[C:13](=[CH:18][CH:19]=1)[C:14](=[O:15])[NH:3][N:2]=[C:4]2[C:5]1[CH:10]=[CH:9][CH:8]=[CH:7][CH:6]=1, predict the reactants needed to synthesize it. The reactants are: O.[NH2:2][NH2:3].[C:4]([C:12]1[CH:21]=[C:20]([F:22])[CH:19]=[CH:18][C:13]=1[C:14](OC)=[O:15])(=O)[C:5]1[CH:10]=[CH:9][CH:8]=[CH:7][CH:6]=1.